From a dataset of Forward reaction prediction with 1.9M reactions from USPTO patents (1976-2016). Predict the product of the given reaction. Given the reactants [Br:1][C:2]1[N:3]([CH2:17][CH2:18][CH:19]2[O:24][CH2:23][CH2:22][NH:21][CH2:20]2)[C:4]2[C:9]([N:10]=1)=[C:8]([NH2:11])[N:7]=[C:6]([O:12][CH2:13][CH2:14][CH2:15][CH3:16])[N:5]=2.Br[CH2:26][C:27]([O:29][CH3:30])=[O:28].C(=O)([O-])[O-:32].[K+].[K+], predict the reaction product. The product is: [Br:1][C:2]1[N:3]([CH2:17][CH2:18][CH:19]2[O:24][CH2:23][CH2:22][N:21]([CH2:26][C:27]([O:29][CH3:30])=[O:28])[CH2:20]2)[C:4]2[C:9]([N:10]=1)=[C:8]([N:11]=[O:32])[N:7]=[C:6]([O:12][CH2:13][CH2:14][CH2:15][CH3:16])[N:5]=2.